This data is from Peptide-MHC class II binding affinity with 134,281 pairs from IEDB. The task is: Regression. Given a peptide amino acid sequence and an MHC pseudo amino acid sequence, predict their binding affinity value. This is MHC class II binding data. The peptide sequence is DDLMIRVIAQGPTAT. The MHC is HLA-DPA10201-DPB11401 with pseudo-sequence HLA-DPA10201-DPB11401. The binding affinity (normalized) is 0.0153.